This data is from Full USPTO retrosynthesis dataset with 1.9M reactions from patents (1976-2016). The task is: Predict the reactants needed to synthesize the given product. (1) Given the product [Br:12][C:13]1[C:20]([F:21])=[CH:19][C:16]([CH2:17][N:1]([CH2:2][CH2:3][NH:4][C:5]([O:6][C:7]([CH3:8])([CH3:10])[CH3:9])=[O:11])[C:33](=[O:42])[O:34][CH2:35][C:36]2[CH:41]=[CH:40][CH:39]=[CH:38][CH:37]=2)=[C:15]([F:22])[CH:14]=1, predict the reactants needed to synthesize it. The reactants are: [NH2:1][CH2:2][CH2:3][NH:4][C:5](=[O:11])[O:6][C:7]([CH3:10])([CH3:9])[CH3:8].[Br:12][C:13]1[C:20]([F:21])=[CH:19][C:16]([CH:17]=O)=[C:15]([F:22])[CH:14]=1.C(O)(=O)C.[Na].C(=O)([O-])O.[Na+].[C:33](Cl)(=[O:42])[O:34][CH2:35][C:36]1[CH:41]=[CH:40][CH:39]=[CH:38][CH:37]=1. (2) Given the product [Cl:3][C:4]1[CH:12]=[CH:11][C:10]2[N:9]([CH2:22][C:20]([C:23]3[CH:28]=[CH:27][N:26]=[CH:25][CH:24]=3)([OH:21])[CH2:18][CH3:19])[C:8]3[CH2:13][CH2:14][N:15]([CH3:17])[CH2:16][C:7]=3[C:6]=2[CH:5]=1, predict the reactants needed to synthesize it. The reactants are: [H-].[Na+].[Cl:3][C:4]1[CH:12]=[CH:11][C:10]2[NH:9][C:8]3[CH2:13][CH2:14][N:15]([CH3:17])[CH2:16][C:7]=3[C:6]=2[CH:5]=1.[CH2:18]([C:20]1([C:23]2[CH:28]=[CH:27][N:26]=[CH:25][CH:24]=2)[CH2:22][O:21]1)[CH3:19]. (3) The reactants are: [Cl:1][C:2]1[C:11]2[C:6](=[CH:7][CH:8]=[CH:9][C:10]=2[O:12][CH:13]2[CH2:18][CH2:17][N:16]([CH3:19])[CH2:15][CH2:14]2)[N:5]=[CH:4][N:3]=1.[Cl:20][C:21]1[CH:22]=[C:23]([CH:25]=[CH:26][C:27]=1[O:28][CH2:29][C:30]1[N:31]([CH3:35])[CH:32]=[CH:33][N:34]=1)[NH2:24]. Given the product [ClH:1].[Cl:20][C:21]1[CH:22]=[C:23]([CH:25]=[CH:26][C:27]=1[O:28][CH2:29][C:30]1[N:31]([CH3:35])[CH:32]=[CH:33][N:34]=1)[NH:24][C:2]1[C:11]2[C:6](=[CH:7][CH:8]=[CH:9][C:10]=2[O:12][CH:13]2[CH2:18][CH2:17][N:16]([CH3:19])[CH2:15][CH2:14]2)[N:5]=[CH:4][N:3]=1, predict the reactants needed to synthesize it.